This data is from TCR-epitope binding with 47,182 pairs between 192 epitopes and 23,139 TCRs. The task is: Binary Classification. Given a T-cell receptor sequence (or CDR3 region) and an epitope sequence, predict whether binding occurs between them. (1) The epitope is MPASWVMRI. The TCR CDR3 sequence is CASREDGGGYEQYF. Result: 0 (the TCR does not bind to the epitope). (2) The epitope is EEHVQIHTI. The TCR CDR3 sequence is CASSPEGLGTEAFF. Result: 1 (the TCR binds to the epitope). (3) The epitope is LLWNGPMAV. The TCR CDR3 sequence is CASKAGGPHISDNSPLHF. Result: 1 (the TCR binds to the epitope). (4) The epitope is VLWAHGFEL. The TCR CDR3 sequence is CASSLGGLNTEAFF. Result: 0 (the TCR does not bind to the epitope). (5) The epitope is FADDLNQLTGY. The TCR CDR3 sequence is CASSEPPNGYTF. Result: 1 (the TCR binds to the epitope). (6) The epitope is CTELKLSDY. The TCR CDR3 sequence is CASSYPGVTGELFF. Result: 0 (the TCR does not bind to the epitope). (7) The epitope is ELAGIGILTV. The TCR CDR3 sequence is CASSARAQGEPYGYTF. Result: 1 (the TCR binds to the epitope). (8) The epitope is KLWAQCVQL. The TCR CDR3 sequence is CASSPWTSGSGEQFF. Result: 1 (the TCR binds to the epitope). (9) The epitope is KAYNVTQAF. The TCR CDR3 sequence is CASSFGSGALNEQFF. Result: 0 (the TCR does not bind to the epitope). (10) The epitope is FVDGVPFVV. The TCR CDR3 sequence is CASSLVDRGTDTQYF. Result: 1 (the TCR binds to the epitope).